This data is from CYP1A2 inhibition data for predicting drug metabolism from PubChem BioAssay. The task is: Regression/Classification. Given a drug SMILES string, predict its absorption, distribution, metabolism, or excretion properties. Task type varies by dataset: regression for continuous measurements (e.g., permeability, clearance, half-life) or binary classification for categorical outcomes (e.g., BBB penetration, CYP inhibition). Dataset: cyp1a2_veith. (1) The compound is Cn1c2c(c(=O)n(C)c1=O)CN(CCN1CCNCC1)CN2. The result is 0 (non-inhibitor). (2) The molecule is Nc1nnc(SCCOc2cccc(Br)c2)s1. The result is 1 (inhibitor). (3) The drug is Cc1ncc(CNC(=O)N(CCCl)N=O)c(N)n1. The result is 0 (non-inhibitor).